From a dataset of Catalyst prediction with 721,799 reactions and 888 catalyst types from USPTO. Predict which catalyst facilitates the given reaction. (1) Reactant: [Cl:1][C:2]1[CH:3]=[C:4]([C:9]2([C:24]([F:27])([F:26])[F:25])[O:13][N:12]=[C:11]([C:14]3[CH:22]=[CH:21][C:17]([C:18](Cl)=[O:19])=[C:16]([CH3:23])[CH:15]=3)[CH2:10]2)[CH:5]=[C:6]([Cl:8])[CH:7]=1.[CH3:28][NH2:29]. The catalyst class is: 7. Product: [Cl:1][C:2]1[CH:3]=[C:4]([C:9]2([C:24]([F:27])([F:26])[F:25])[O:13][N:12]=[C:11]([C:14]3[CH:22]=[CH:21][C:17]([C:18]([NH:29][CH3:28])=[O:19])=[C:16]([CH3:23])[CH:15]=3)[CH2:10]2)[CH:5]=[C:6]([Cl:8])[CH:7]=1. (2) Reactant: [NH2:1][C:2]1[CH:7]=[CH:6][C:5]([Cl:8])=[CH:4][C:3]=1[C:9]([C:11]1[CH:16]=[CH:15][CH:14]=[CH:13][CH:12]=1)=O.[CH3:17][O:18][C:19](=[O:28])[CH2:20][C:21](=O)[CH2:22][C:23]([F:26])([F:25])[F:24].[O-]S(C(F)(F)F)(=O)=O.[Yb+3].[O-]S(C(F)(F)F)(=O)=O.[O-]S(C(F)(F)F)(=O)=O. Product: [CH3:17][O:18][C:19]([C:20]1[C:21]([CH2:22][C:23]([F:24])([F:26])[F:25])=[N:1][C:2]2[C:3]([C:9]=1[C:11]1[CH:16]=[CH:15][CH:14]=[CH:13][CH:12]=1)=[CH:4][C:5]([Cl:8])=[CH:6][CH:7]=2)=[O:28]. The catalyst class is: 8. (3) Product: [CH3:17][N:16]1[CH2:15][CH2:14][C:13]([CH3:18])=[CH:12][CH:11]1[C:4]1[CH:5]=[CH:6][C:7]([OH:9])=[CH:8][C:3]=1[OH:2]. Reactant: C[O:2][C:3]1[CH:8]=[C:7]([O:9]C)[CH:6]=[CH:5][C:4]=1[CH:11]1[N:16]([CH3:17])[CH2:15][CH2:14][C:13]([CH3:18])=[CH:12]1.B(Br)(Br)Br.C(=O)(O)[O-].[Na+]. The catalyst class is: 4. (4) Reactant: [NH:1]([C:3]1[CH:8]=[CH:7][C:6]([C:9]([F:12])([F:11])[F:10])=[CH:5][N:4]=1)[NH2:2].[CH3:13][C:14]([O:17][C:18](O[C:18]([O:17][C:14]([CH3:16])([CH3:15])[CH3:13])=[O:19])=[O:19])([CH3:16])[CH3:15].C([O-])([O-])=O.[Na+].[Na+].C(#N)C. Product: [F:11][C:9]([F:12])([F:10])[C:6]1[CH:7]=[CH:8][C:3]([NH:1][NH:2][C:18]([O:17][C:14]([CH3:16])([CH3:15])[CH3:13])=[O:19])=[N:4][CH:5]=1. The catalyst class is: 6. (5) The catalyst class is: 4. Product: [CH3:39][O:38][N:37]([CH3:36])[C:20](=[O:21])[CH2:19][CH2:18][CH:17]1[CH2:16][C:15]2[C:10](=[CH:11][CH:12]=[CH:13][CH:14]=2)[CH2:9][N:8]1[C:6]([O:5][C:1]([CH3:4])([CH3:2])[CH3:3])=[O:7]. Reactant: [C:1]([O:5][C:6]([N:8]1[CH:17]([CH2:18][CH2:19][C:20](O)=[O:21])[CH2:16][C:15]2[C:10](=[CH:11][CH:12]=[CH:13][CH:14]=2)[CH2:9]1)=[O:7])([CH3:4])([CH3:3])[CH3:2].C1N=CN(C(N2C=NC=C2)=O)C=1.Cl.[CH3:36][NH:37][O:38][CH3:39]. (6) Reactant: [CH3:1][NH2:2].Cl.O[C:5]1[CH:14]=[CH:13][C:12]2[C:7](=[CH:8][CH:9]=[C:10]([C:15](=[O:27])[CH2:16][CH2:17][CH2:18][CH2:19][CH2:20][CH2:21][CH2:22][CH2:23][CH2:24][CH2:25][CH3:26])[CH:11]=2)[CH:6]=1.[OH-].[Na+]. Product: [C:15]([C:10]1[CH:11]=[C:12]2[C:7](=[CH:8][CH:9]=1)[CH:6]=[C:5]([NH:2][CH3:1])[CH:14]=[CH:13]2)(=[O:27])[CH2:16][CH2:17][CH2:18][CH2:19][CH2:20][CH2:21][CH2:22][CH2:23][CH2:24][CH2:25][CH3:26]. The catalyst class is: 6. (7) Reactant: [CH2:1]([O:8][C:9]([N:11]1[CH2:16][CH:15]2[CH:13]([CH:14]2[NH:17]C(OC(C)(C)C)=O)[CH2:12]1)=[O:10])[C:2]1[CH:7]=[CH:6][CH:5]=[CH:4][CH:3]=1.Cl.C(=O)(O)[O-].[Na+]. Product: [CH2:1]([O:8][C:9]([N:11]1[CH2:16][CH:15]2[CH:13]([CH:14]2[NH2:17])[CH2:12]1)=[O:10])[C:2]1[CH:3]=[CH:4][CH:5]=[CH:6][CH:7]=1. The catalyst class is: 5. (8) Reactant: CC(C)(C)[C@H](NC1C=CC=C(C(F)(F)F)C=1)C([N:6]1[CH2:11][C@H:10]2[C@H:8]([C:9]2([CH3:13])[CH3:12])[C@H:7]1[C:14]([O:16]C)=[O:15])=O.[OH-].[Na+]. Product: [CH3:12][C:9]1([CH3:13])[CH:8]2[CH:10]1[CH2:11][NH:6][CH:7]2[C:14]([OH:16])=[O:15]. The catalyst class is: 1. (9) The catalyst class is: 7. Product: [CH2:18]([O:23][C:11]1[CH:16]=[C:15]([O:7][CH:5]([CH3:6])[C:4]([Cl:9])([Cl:8])[Cl:3])[N:14]=[CH:13][N:12]=1)[C:19]#[C:20][CH2:21][CH3:22]. Reactant: [H-].[Na+].[Cl:3][C:4]([Cl:9])([Cl:8])[CH:5]([OH:7])[CH3:6].Cl[C:11]1[CH:16]=[C:15](Cl)[N:14]=[CH:13][N:12]=1.[CH2:18]([OH:23])[C:19]#[C:20][CH2:21][CH3:22].[Cl-].[NH4+].